Dataset: Peptide-MHC class II binding affinity with 134,281 pairs from IEDB. Task: Regression. Given a peptide amino acid sequence and an MHC pseudo amino acid sequence, predict their binding affinity value. This is MHC class II binding data. The peptide sequence is RTLNKIVYIKPAKNI. The MHC is DRB1_0404 with pseudo-sequence DRB1_0404. The binding affinity (normalized) is 0.766.